From a dataset of Reaction yield outcomes from USPTO patents with 853,638 reactions. Predict the reaction yield, written as a fraction of the theoretical maximum amount of product (1.0 means a 100% yield; for example, 0.34 means a 34% yield). (1) The reactants are [F:1][C:2]([F:23])([F:22])[C:3]([N:5]([CH2:16][CH2:17][S:18]([CH3:21])(=[O:20])=[O:19])[CH2:6][C:7]1[CH:12]=[CH:11][CH:10]=[C:9]([N+:13]([O-])=O)[CH:8]=1)=[O:4]. The catalyst is CC(O)C.[Pd]. The product is [NH2:13][C:9]1[CH:8]=[C:7]([CH2:6][N:5]([CH2:16][CH2:17][S:18]([CH3:21])(=[O:20])=[O:19])[C:3](=[O:4])[C:2]([F:23])([F:1])[F:22])[CH:12]=[CH:11][CH:10]=1. The yield is 0.930. (2) The reactants are [Br:1][C:2]1[NH:3][C:4]2[CH:10]=[C:9]([Cl:11])[C:8]([Cl:12])=[CH:7][C:5]=2[N:6]=1.C(N)(=O)C.O([Si](C)(C)C)S(C(F)(F)F)(=O)=O.C(O[C@@H:33]1[O:50][CH2:49][C@@H:44]([O:45][C:46](=[O:48])[CH3:47])[C@@H:39]([O:40][C:41](=[O:43])[CH3:42])[C@H:34]1[O:35][C:36](=[O:38])[CH3:37])(=O)C.C(=O)(O)[O-].[Na+]. The catalyst is ClCCCl. The product is [Br:1][C:2]1[N:3]([C@@H:49]2[O:50][CH2:33][C@@H:34]([O:35][C:36](=[O:38])[CH3:37])[C@@H:39]([O:40][C:41](=[O:43])[CH3:42])[C@H:44]2[O:45][C:46](=[O:48])[CH3:47])[C:4]2[CH:10]=[C:9]([Cl:11])[C:8]([Cl:12])=[CH:7][C:5]=2[N:6]=1. The yield is 0.560.